The task is: Predict the product of the given reaction.. This data is from Forward reaction prediction with 1.9M reactions from USPTO patents (1976-2016). Given the reactants FC(F)(F)S(O[C:7]1[C:16]([Br:17])=[CH:15][C:14]2[C:9](=[CH:10][C:11]([Br:27])=[C:12](OS(C(F)(F)F)(=O)=O)[C:13]=2[CH3:18])[C:8]=1[CH3:28])(=O)=O.[C:31]([Si:33]([CH:40]([CH3:42])[CH3:41])([CH:37]([CH3:39])[CH3:38])[CH:34]([CH3:36])[CH3:35])#[CH:32].O.Cl, predict the reaction product. The product is: [Br:17][C:16]1[C:7]([C:32]#[C:31][Si:33]([CH:34]([CH3:36])[CH3:35])([CH:40]([CH3:42])[CH3:41])[CH:37]([CH3:39])[CH3:38])=[C:8]([CH3:28])[C:9]2[C:14]([CH:15]=1)=[C:13]([CH3:18])[C:12]([C:32]#[C:31][Si:33]([CH:37]([CH3:39])[CH3:38])([CH:34]([CH3:36])[CH3:35])[CH:40]([CH3:42])[CH3:41])=[C:11]([Br:27])[CH:10]=2.